This data is from Full USPTO retrosynthesis dataset with 1.9M reactions from patents (1976-2016). The task is: Predict the reactants needed to synthesize the given product. (1) Given the product [CH3:15][O:14][C:13]1[CH:12]=[CH:11][C:10]([C:16]2[N:21]=[C:20]([C:22]([O:24][CH3:25])=[O:23])[CH:19]=[CH:18][CH:17]=2)=[C:9]([CH3:26])[C:8]=1[CH:6]1[C:31]2[C:30](=[O:35])[CH2:29][C:28]([CH3:36])([CH3:27])[CH2:33][C:32]=2[O:34][C:2]2[CH2:39][C:38]([CH3:48])([CH3:43])[CH2:5][C:4](=[O:37])[C:3]1=2, predict the reactants needed to synthesize it. The reactants are: N1[CH2:5][CH2:4][CH2:3][CH2:2]1.[CH:6]([C:8]1[C:9]([CH3:26])=[C:10]([C:16]2[N:21]=[C:20]([C:22]([O:24][CH3:25])=[O:23])[CH:19]=[CH:18][CH:17]=2)[CH:11]=[CH:12][C:13]=1[O:14][CH3:15])=O.[CH3:27][C:28]1([CH3:36])[CH2:33][C:32](=[O:34])[CH2:31][C:30](=[O:35])[CH2:29]1.[OH2:37].[C:38]1([CH3:48])[CH:43]=CC(S(O)(=O)=O)=C[CH:39]=1. (2) The reactants are: CC(OI1(OC(C)=O)(OC(C)=O)OC(=O)C2C=CC=CC1=2)=O.[NH:23]1[C:27]2[CH:28]=[CH:29][CH:30]=[CH:31][C:26]=2[N:25]=[C:24]1[C:32]1[O:36][C:35]([CH2:37][OH:38])=[CH:34][CH:33]=1.C([O-])(O)=O.[Na+]. Given the product [NH:23]1[C:27]2[CH:28]=[CH:29][CH:30]=[CH:31][C:26]=2[N:25]=[C:24]1[C:32]1[O:36][C:35]([CH:37]=[O:38])=[CH:34][CH:33]=1, predict the reactants needed to synthesize it. (3) Given the product [Br:8][C:9]1[CH:10]=[C:11]([O:18][C@@H:19]([C:21]2[C:26]([Cl:27])=[CH:25][CH:24]=[C:23]([F:28])[C:22]=2[Cl:29])[CH3:20])[C:12]([NH2:15])=[N:13][CH:14]=1, predict the reactants needed to synthesize it. The reactants are: CC(O)=O.CCO.[Br:8][C:9]1[CH:10]=[C:11]([O:18][C@@H:19]([C:21]2[C:26]([Cl:27])=[CH:25][CH:24]=[C:23]([F:28])[C:22]=2[Cl:29])[CH3:20])[C:12]([N+:15]([O-])=O)=[N:13][CH:14]=1.C(=O)([O-])[O-].[Na+].[Na+]. (4) Given the product [NH2:36][C:37]1[N:8]([CH2:9][CH2:10][C:11]2[CH:16]=[CH:15][CH:14]=[CH:13][N:12]=2)[C:7]2[CH:6]=[CH:5][C:4]([NH:17][C:18]([C:20]3[C:21]([C:26]4[CH:27]=[CH:28][C:29]([C:32]([F:35])([F:33])[F:34])=[CH:30][CH:31]=4)=[CH:22][CH:23]=[CH:24][CH:25]=3)=[O:19])=[CH:3][C:2]=2[N:1]=1, predict the reactants needed to synthesize it. The reactants are: [NH2:1][C:2]1[CH:3]=[C:4]([NH:17][C:18]([C:20]2[C:21]([C:26]3[CH:31]=[CH:30][C:29]([C:32]([F:35])([F:34])[F:33])=[CH:28][CH:27]=3)=[CH:22][CH:23]=[CH:24][CH:25]=2)=[O:19])[CH:5]=[CH:6][C:7]=1[NH:8][CH2:9][CH2:10][C:11]1[CH:16]=[CH:15][CH:14]=[CH:13][N:12]=1.[N:36]#[C:37]Br.C(OCC)(=O)C.C(=O)([O-])[O-].[K+].[K+]. (5) Given the product [C:43]([Si:31]([C:27]([CH3:28])([CH3:30])[CH3:29])([C:37]1[CH:38]=[CH:39][CH:40]=[CH:41][CH:42]=1)[O:32][CH2:33][CH:34]([CH3:35])[O:1][C:2]1[CH:3]=[C:4]([O:16][C:17]2[CH:22]=[CH:21][C:20]([S:23]([CH3:26])(=[O:25])=[O:24])=[CH:19][CH:18]=2)[CH:5]=[C:6]2[C:10]=1[NH:9][C:8]([C:11]([O:13][CH2:14][CH3:15])=[O:12])=[CH:7]2)([CH3:44])([CH3:45])[CH3:46], predict the reactants needed to synthesize it. The reactants are: [OH:1][C:2]1[CH:3]=[C:4]([O:16][C:17]2[CH:22]=[CH:21][C:20]([S:23]([CH3:26])(=[O:25])=[O:24])=[CH:19][CH:18]=2)[CH:5]=[C:6]2[C:10]=1[NH:9][C:8]([C:11]([O:13][CH2:14][CH3:15])=[O:12])=[CH:7]2.[C:27]([Si:31]([C:43]([CH3:46])([CH3:45])[CH3:44])([C:37]1[CH:42]=[CH:41][CH:40]=[CH:39][CH:38]=1)[O:32][CH2:33][CH:34](O)[CH3:35])([CH3:30])([CH3:29])[CH3:28].N(C(N1CCCCC1)=O)=NC(N1CCCCC1)=O.C(P(CCCC)CCCC)CCC. (6) Given the product [Cl:1][C:2]1[CH:3]=[CH:4][C:5]2[CH:11]([CH3:23])[S:10](=[O:12])(=[O:13])[N:9]([CH3:14])[N:8]=[C:7]([C:15]3[CH:20]=[CH:19][C:18]([F:21])=[CH:17][CH:16]=3)[C:6]=2[CH:22]=1, predict the reactants needed to synthesize it. The reactants are: [Cl:1][C:2]1[CH:3]=[CH:4][C:5]2[CH2:11][S:10](=[O:13])(=[O:12])[N:9]([CH3:14])[N:8]=[C:7]([C:15]3[CH:20]=[CH:19][C:18]([F:21])=[CH:17][CH:16]=3)[C:6]=2[CH:22]=1.[CH3:23]I. (7) Given the product [S:29]1[C:30]2[CH:36]=[CH:35][CH:34]=[CH:33][C:31]=2[N:32]=[C:28]1[NH:1][C:2]1[CH:3]=[CH:4][C:5]([C:8]2[CH:9]=[CH:10][C:11]([C:14](=[O:26])[CH2:15][CH:16]([CH2:22][CH2:23][O:24][CH3:25])[C:17]([OH:19])=[O:18])=[CH:12][CH:13]=2)=[CH:6][CH:7]=1, predict the reactants needed to synthesize it. The reactants are: [NH2:1][C:2]1[CH:7]=[CH:6][C:5]([C:8]2[CH:13]=[CH:12][C:11]([C:14](=[O:26])[CH2:15][CH:16]([CH2:22][CH2:23][O:24][CH3:25])[C:17]([O:19]CC)=[O:18])=[CH:10][CH:9]=2)=[CH:4][CH:3]=1.Cl[C:28]1[S:29][C:30]2[CH:36]=[CH:35][CH:34]=[CH:33][C:31]=2[N:32]=1.[OH-].[Na+].CO. (8) Given the product [N+:21]([C:18]1[CH:19]=[C:20]2[C:15](=[CH:16][CH:17]=1)[NH:14][N:13]=[C:12]2[C:2]1[O:1][CH:5]=[CH:4][N:3]=1)([O-:23])=[O:22], predict the reactants needed to synthesize it. The reactants are: [O:1]1[CH:5]=[CH:4][N:3]=[CH:2]1.[Li]CCCC.I[C:12]1[C:20]2[C:15](=[CH:16][CH:17]=[C:18]([N+:21]([O-:23])=[O:22])[CH:19]=2)[NH:14][N:13]=1. (9) Given the product [CH3:32][CH:31]([CH3:33])[C:30]([NH:29][C:25]1[CH:26]=[CH:27][CH:28]=[C:23]([CH:20]2[CH2:19][CH2:18][N:17]([CH2:16][CH2:15][C@H:14]([NH:13][C:2]([NH:1][C:4]3[CH:9]=[CH:8][CH:7]=[CH:6][C:5]=3[N+:10]([O-:12])=[O:11])=[O:3])[C:35]3[CH:36]=[CH:37][CH:38]=[CH:39][CH:40]=3)[CH2:22][CH2:21]2)[CH:24]=1)=[O:34], predict the reactants needed to synthesize it. The reactants are: [N:1]([C:4]1[CH:9]=[CH:8][CH:7]=[CH:6][C:5]=1[N+:10]([O-:12])=[O:11])=[C:2]=[O:3].[NH2:13][C@H:14]([C:35]1[CH:40]=[CH:39][CH:38]=[CH:37][CH:36]=1)[CH2:15][CH2:16][N:17]1[CH2:22][CH2:21][CH:20]([C:23]2[CH:24]=[C:25]([NH:29][C:30](=[O:34])[CH:31]([CH3:33])[CH3:32])[CH:26]=[CH:27][CH:28]=2)[CH2:19][CH2:18]1.